Dataset: Full USPTO retrosynthesis dataset with 1.9M reactions from patents (1976-2016). Task: Predict the reactants needed to synthesize the given product. (1) Given the product [Cl:1][C:2]1[CH:7]=[CH:6][C:5]([C:8]2[C:16]3[C:11](=[N:12][CH:13]=[N:14][C:15]=3[NH2:17])[N:10]([S:25]([CH3:24])(=[O:27])=[O:26])[N:9]=2)=[CH:4][CH:3]=1, predict the reactants needed to synthesize it. The reactants are: [Cl:1][C:2]1[CH:7]=[CH:6][C:5]([C:8]2[C:16]3[C:11](=[N:12][CH:13]=[N:14][C:15]=3[NH2:17])[NH:10][N:9]=2)=[CH:4][CH:3]=1.N1C=CC=CC=1.[CH3:24][S:25](Cl)(=[O:27])=[O:26]. (2) Given the product [CH3:1][NH:2][CH2:4][CH2:5][CH2:6][C:7]1([C:18]2[CH:23]=[CH:22][C:21]([F:24])=[CH:20][CH:19]=2)[C:8]2[CH:9]=[CH:10][C:11]([C:16]#[N:17])=[CH:12][C:13]=2[CH2:14][O:15]1, predict the reactants needed to synthesize it. The reactants are: [CH3:1][N:2]([CH2:4][CH2:5][CH2:6][C:7]1([C:18]2[CH:19]=[CH:20][C:21]([F:24])=[CH:22][CH:23]=2)[O:15][CH2:14][C:13]2[CH:12]=[C:11]([C:16]#[N:17])[CH:10]=[CH:9][C:8]1=2)C.Br.ClC(OC(Cl)C)=O. (3) Given the product [F:30][C:27]1[CH:28]=[C:29]2[C:24](=[CH:25][CH:26]=1)[NH:23][C:22](=[O:31])[C:21]2=[N:20][N:19]=[CH:18][C:15]1[NH:14][C:13]([CH3:32])=[C:12]([C:10]([NH:9][CH2:8][CH2:7][CH2:6][CH2:5][CH2:4][C:3]([OH:33])=[O:2])=[O:11])[C:16]=1[CH3:17], predict the reactants needed to synthesize it. The reactants are: C[O:2][C:3](=[O:33])[CH2:4][CH2:5][CH2:6][CH2:7][CH2:8][NH:9][C:10]([C:12]1[C:16]([CH3:17])=[C:15]([CH:18]=[N:19][N:20]=[C:21]2[C:29]3[C:24](=[CH:25][CH:26]=[C:27]([F:30])[CH:28]=3)[NH:23][C:22]2=[O:31])[NH:14][C:13]=1[CH3:32])=[O:11].CO.[Li+].[OH-].Cl. (4) Given the product [F:52][C:51]([F:54])([F:53])[C:49]([OH:55])=[O:50].[F:26][C:20]1[CH:21]=[CH:22][CH:23]=[C:24]([F:25])[C:19]=1[CH2:18][O:17][C:16]1[C:11]2[N:12]([C:8]([C:37]3[CH:38]=[N:39][CH:40]=[C:41]([CH:47]=3)[C:42]([O:44][CH2:45][CH3:46])=[O:43])=[C:9]([CH3:28])[N:10]=2)[CH:13]=[C:14]([CH3:27])[CH:15]=1, predict the reactants needed to synthesize it. The reactants are: C(=O)([O-])[O-].[K+].[K+].Br[C:8]1[N:12]2[CH:13]=[C:14]([CH3:27])[CH:15]=[C:16]([O:17][CH2:18][C:19]3[C:24]([F:25])=[CH:23][CH:22]=[CH:21][C:20]=3[F:26])[C:11]2=[N:10][C:9]=1[CH3:28].CC1(C)C(C)(C)OB([C:37]2[CH:38]=[N:39][CH:40]=[C:41]([CH:47]=2)[C:42]([O:44][CH2:45][CH3:46])=[O:43])O1.[C:49]([OH:55])([C:51]([F:54])([F:53])[F:52])=[O:50].